This data is from CYP3A4 inhibition data for predicting drug metabolism from PubChem BioAssay. The task is: Regression/Classification. Given a drug SMILES string, predict its absorption, distribution, metabolism, or excretion properties. Task type varies by dataset: regression for continuous measurements (e.g., permeability, clearance, half-life) or binary classification for categorical outcomes (e.g., BBB penetration, CYP inhibition). Dataset: cyp3a4_veith. (1) The compound is CN(C)c1ncc2ncc(=O)n(C3CC3)c2n1. The result is 0 (non-inhibitor). (2) The drug is COc1ccc(S(=O)(=O)N2CCc3ccccc3C2)cc1OC. The result is 1 (inhibitor). (3) The molecule is Cn1nnnc1SCC1=C(C(=O)[O-])N2C(=O)[C@@H](NC(=O)[C@@H](O)c3ccccc3)[C@@H]2SC1.[Na+]. The result is 0 (non-inhibitor).